From a dataset of Reaction yield outcomes from USPTO patents with 853,638 reactions. Predict the reaction yield, written as a fraction of the theoretical maximum amount of product (1.0 means a 100% yield; for example, 0.34 means a 34% yield). (1) The reactants are [C:1]([C:3]1[N:8]=[CH:7][C:6]([C:9]2(O)[CH2:14][CH2:13][N:12]([C:15]([O:17][C:18]([CH3:21])([CH3:20])[CH3:19])=[O:16])[CH2:11][CH2:10]2)=[CH:5][CH:4]=1)#[N:2].O=P(Cl)(Cl)Cl. The catalyst is N1C=CC=CC=1. The product is [C:1]([C:3]1[CH:4]=[CH:5][C:6](=[C:9]2[CH2:14][CH2:13][N:12]([C:15]([O:17][C:18]([CH3:21])([CH3:20])[CH3:19])=[O:16])[CH:11]=[CH:10]2)[CH2:7][N:8]=1)#[N:2]. The yield is 0.460. (2) The reactants are [C:1]1(/[CH:7]=[CH:8]/[C:9]([O:11][CH3:12])=[O:10])[CH:6]=[CH:5][CH:4]=[CH:3][CH:2]=1.C(#N)C.[NH:16]1[CH:20]=[C:19]([C:21]2[C:22]3[CH:29]=[CH:28][N:27]([CH2:30][O:31][CH2:32][CH2:33][Si:34]([CH3:37])([CH3:36])[CH3:35])[C:23]=3[N:24]=[CH:25][N:26]=2)[CH:18]=[N:17]1.C1CCN2C(=NCCC2)CC1. The product is [C:1]1([CH:7]([N:16]2[CH:20]=[C:19]([C:21]3[C:22]4[CH:29]=[CH:28][N:27]([CH2:30][O:31][CH2:32][CH2:33][Si:34]([CH3:37])([CH3:36])[CH3:35])[C:23]=4[N:24]=[CH:25][N:26]=3)[CH:18]=[N:17]2)[CH2:8][C:9]([O:11][CH3:12])=[O:10])[CH:6]=[CH:5][CH:4]=[CH:3][CH:2]=1. No catalyst specified. The yield is 0.700. (3) The reactants are [O:1]=[C:2]1[CH:7]=[CH:6][C:5](=[N:8][S:9]([CH3:12])(=[O:11])=[O:10])[CH:4]=[CH:3]1.O=[C:14]([CH2:19][CH2:20][CH2:21][CH3:22])[CH2:15][C:16]([OH:18])=[O:17].C[O-].[Na+]. The catalyst is O1CCOCC1. The product is [CH2:19]([C:14]1[O:1][C:2]2[CH:7]=[CH:6][C:5]([NH:8][S:9]([CH3:12])(=[O:11])=[O:10])=[CH:4][C:3]=2[C:15]=1[C:16]([OH:18])=[O:17])[CH2:20][CH2:21][CH3:22]. The yield is 0.700.